Dataset: Forward reaction prediction with 1.9M reactions from USPTO patents (1976-2016). Task: Predict the product of the given reaction. (1) Given the reactants [CH2:1]([O:8][C:9]1[CH:10]=[CH:11][C:12]([OH:18])=[C:13]([C:15](=O)[CH3:16])[CH:14]=1)[C:2]1[CH:7]=[CH:6][CH:5]=[CH:4][CH:3]=1.C(=O)([O-])[O-].[K+].[K+].Br[CH2:26][C:27]([CH:29]1[CH2:34][CH2:33][CH2:32][CH2:31][CH2:30]1)=[O:28], predict the reaction product. The product is: [CH2:1]([O:8][C:9]1[CH:10]=[CH:11][C:12]2[O:18][C:26]([C:27]([CH:29]3[CH2:34][CH2:33][CH2:32][CH2:31][CH2:30]3)=[O:28])=[C:15]([CH3:16])[C:13]=2[CH:14]=1)[C:2]1[CH:7]=[CH:6][CH:5]=[CH:4][CH:3]=1. (2) The product is: [C:1]([O:5][C:6](=[O:17])[NH:7][C@H:8]1[CH2:13][C@H:12]([O:14][CH3:19])[CH2:11][C:10]([CH3:16])([CH3:15])[CH2:9]1)([CH3:4])([CH3:2])[CH3:3]. Given the reactants [C:1]([O:5][C:6](=[O:17])[NH:7][C@H:8]1[CH2:13][C@H:12]([OH:14])[CH2:11][C:10]([CH3:16])([CH3:15])[CH2:9]1)([CH3:4])([CH3:3])[CH3:2].I[CH3:19], predict the reaction product. (3) Given the reactants [CH3:1][N:2]1[CH2:6][CH2:5][C@H:4]([O:7][C:8]2[CH:15]=[CH:14][C:13]([C:16]([F:19])([F:18])[F:17])=[CH:12][C:9]=2[C:10]#N)[CH2:3]1.[OH-:20].[Na+].[OH:22]O, predict the reaction product. The product is: [CH3:1][N:2]1[CH2:6][CH2:5][C@H:4]([O:7][C:8]2[CH:15]=[CH:14][C:13]([C:16]([F:19])([F:18])[F:17])=[CH:12][C:9]=2[C:10]([OH:22])=[O:20])[CH2:3]1. (4) Given the reactants Cl[C:2]1[CH:11]=[C:10]([CH:12]([CH3:14])[CH3:13])[C:9]2[C:4](=[CH:5][CH:6]=[CH:7][CH:8]=2)[N:3]=1.[NH2:15][NH2:16], predict the reaction product. The product is: [NH:15]([C:2]1[CH:11]=[C:10]([CH:12]([CH3:14])[CH3:13])[C:9]2[C:4](=[CH:5][CH:6]=[CH:7][CH:8]=2)[N:3]=1)[NH2:16]. (5) Given the reactants [F:1][C:2]([F:22])([F:21])[C:3]1[CH:4]=[C:5]([NH:9][C:10]([C:12]2[CH:13]=[C:14](B(O)O)[CH:15]=[CH:16][CH:17]=2)=[O:11])[CH:6]=[CH:7][CH:8]=1.Br[C:24]1[CH:33]=[C:32]2[C:27]([CH:28]=[CH:29][N:30]=[C:31]2[OH:34])=[CH:26][CH:25]=1.C(=O)([O-])[O-].[Na+].[Na+].CCO, predict the reaction product. The product is: [OH:34][C:31]1[C:32]2[C:27](=[CH:26][CH:25]=[C:24]([C:14]3[CH:13]=[C:12]([CH:17]=[CH:16][CH:15]=3)[C:10]([NH:9][C:5]3[CH:6]=[CH:7][CH:8]=[C:3]([C:2]([F:22])([F:21])[F:1])[CH:4]=3)=[O:11])[CH:33]=2)[CH:28]=[CH:29][N:30]=1. (6) Given the reactants [C:1]([OH:5])(=O)[CH2:2][OH:3].CN(C(ON1N=NC2C=CC=NC1=2)=[N+](C)C)C.F[P-](F)(F)(F)(F)F.[F:30][C:31]1([F:81])[CH:36]([O:37][C:38]2[C:43]([C:44]#[N:45])=[CH:42][C:41]([C:46]3[CH:51]=[CH:50][N:49]=[C:48]4[N:52]([S:71]([C:74]5[CH:80]=[CH:79][C:77]([CH3:78])=[CH:76][CH:75]=5)(=[O:73])=[O:72])[C:53]([C:55]5[CH:60]=[CH:59][C:58]([N:61]6[CH2:66][CH2:65][N:64]([CH:67]7[CH2:70][O:69][CH2:68]7)[CH2:63][CH2:62]6)=[CH:57][CH:56]=5)=[CH:54][C:47]=34)=[N:40][CH:39]=2)[CH2:35][CH2:34][NH:33][CH2:32]1, predict the reaction product. The product is: [F:81][C:31]1([F:30])[CH:36]([O:37][C:38]2[C:43]([C:44]#[N:45])=[CH:42][C:41]([C:46]3[CH:51]=[CH:50][N:49]=[C:48]4[N:52]([S:71]([C:74]5[CH:80]=[CH:79][C:77]([CH3:78])=[CH:76][CH:75]=5)(=[O:72])=[O:73])[C:53]([C:55]5[CH:56]=[CH:57][C:58]([N:61]6[CH2:62][CH2:63][N:64]([CH:67]7[CH2:68][O:69][CH2:70]7)[CH2:65][CH2:66]6)=[CH:59][CH:60]=5)=[CH:54][C:47]=34)=[N:40][CH:39]=2)[CH2:35][CH2:34][N:33]([C:1](=[O:5])[CH2:2][OH:3])[CH2:32]1. (7) Given the reactants [CH3:1][O:2][C:3]1[CH:8]=[C:7]([O:9][CH3:10])[CH:6]=[CH:5][C:4]=1[N:11]=[C:12]=[S:13].[NH2:14][C:15]1[C:23]2[N:22]=[CH:21][N:20]([CH3:24])[C:19]=2[CH:18]=[CH:17][CH:16]=1.COC1C=CN=CC=1NC(NC1C2N=CN(C)C=2C=CC=1)=S, predict the reaction product. The product is: [CH3:1][O:2][C:3]1[CH:8]=[C:7]([O:9][CH3:10])[CH:6]=[CH:5][C:4]=1[NH:11][C:12]([NH:14][C:15]1[C:23]2[N:22]=[CH:21][N:20]([CH3:24])[C:19]=2[CH:18]=[CH:17][CH:16]=1)=[S:13].